Dataset: Forward reaction prediction with 1.9M reactions from USPTO patents (1976-2016). Task: Predict the product of the given reaction. Given the reactants [CH3:1][N:2]([CH3:16])[C:3]([C:5]1[CH:6]=[C:7]([CH2:11][S:12](O)(=[O:14])=[O:13])[CH:8]=[CH:9][CH:10]=1)=[O:4].S(Cl)([Cl:19])=O, predict the reaction product. The product is: [CH3:1][N:2]([CH3:16])[C:3]([C:5]1[CH:6]=[C:7]([CH2:11][S:12]([Cl:19])(=[O:14])=[O:13])[CH:8]=[CH:9][CH:10]=1)=[O:4].